Dataset: Retrosynthesis with 50K atom-mapped reactions and 10 reaction types from USPTO. Task: Predict the reactants needed to synthesize the given product. (1) Given the product N#Cc1ccc2c(c1)Oc1ccccc1C2C1CCN(C(=O)C(F)(F)F)CC1, predict the reactants needed to synthesize it. The reactants are: O=C(N1CCC(C2c3ccccc3Oc3cc(Br)ccc32)CC1)C(F)(F)F.[C-]#N. (2) Given the product CON(C)C(=O)c1ccc(S(F)(F)(F)(F)F)cc1, predict the reactants needed to synthesize it. The reactants are: CNOC.O=C(Cl)c1ccc(S(F)(F)(F)(F)F)cc1.